Dataset: Drug-target binding data from BindingDB using Ki measurements. Task: Regression. Given a target protein amino acid sequence and a drug SMILES string, predict the binding affinity score between them. We predict pKi (pKi = -log10(Ki in M); higher means stronger inhibition). Dataset: bindingdb_ki. (1) The drug is CC(=O)N[C@H]1CN[C@H](CO)[C@@H](O)[C@@H]1O. The target protein (Q9HZK0) has sequence MQGSLMLDIGGTWLTAEDRQILRHPEVGGLIIFARNIEHPAQVRELCAAIRAIRPDLLLAVDQEGGRVQRLRQGFVRLPAMRAIADNPNAEELAEHCGWLMATEVQAVGLDLSFAPVLDLDHQRSAVVGSRAFEGDPERAALLAGAFIRGMHAAGMAATGKHFPGHGWAEADSHVAIPEDARSLEEIRRSDLVPFARLAGQLDALMPAHVIYPQVDPQPAGFSRRWLQEILRGELKFDGVIFSDDLSMAGAHVVGDAASRIEAALAAGCDMGLVCNDRASAELALAALQRLKVTPPSRLQRMRGKGYANTDYRQQPRWLEALSALRAAQLID. The pKi is 6.5. (2) The drug is COC(=[OH+])C1=C(C)N=C(C)C(=C([O-])OCCCN2CCC(c3ccccc3)(c3ccccc3)CC2)[C@H]1c1cccc([N+](=O)[O-])c1. The target protein (P18089) has sequence MDHQDPYSVQATAAIAAAITFLILFTIFGNALVILAVLTSRSLRAPQNLFLVSLAAADILVATLIIPFSLANELLGYWYFRRTWCEVYLALDVLFCTSSIVHLCAISLDRYWAVSRALEYNSKRTPRRIKCIILTVWLIAAVISLPPLIYKGDQGPQPRGRPQCKLNQEAWYILASSIGSFFAPCLIMILVYLRIYLIAKRSNRRGPRAKGGPGQGESKQPRPDHGGALASAKLPALASVASAREVNGHSKSTGEKEEGETPEDTGTRALPPSWAALPNSGQGQKEGVCGASPEDEAEEEEEEEEEEEECEPQAVPVSPASACSPPLQQPQGSRVLATLRGQVLLGRGVGAIGGQWWRRRAQLTREKRFTFVLAVVIGVFVLCWFPFFFSYSLGAICPKHCKVPHGLFQFFFWIGYCNSSLNPVIYTIFNQDFRRAFRRILCRPWTQTAW. The pKi is 6.4.